From a dataset of Full USPTO retrosynthesis dataset with 1.9M reactions from patents (1976-2016). Predict the reactants needed to synthesize the given product. (1) Given the product [ClH:1].[NH2:23][CH:24]([CH2:34][CH3:35])[C:25]([NH:27][C@H:28]([C:30]([O:32][CH3:33])=[O:31])[CH3:29])=[O:26], predict the reactants needed to synthesize it. The reactants are: [ClH:1].N[C@H](C(NC(C1CC1)C(OC)=O)=O)C.C(OC([NH:23][CH:24]([CH2:34][CH3:35])[C:25]([NH:27][C@H:28]([C:30]([O:32][CH3:33])=[O:31])[CH3:29])=[O:26])=O)(C)(C)C. (2) Given the product [OH:19][CH2:18][C@H:17]1[CH2:16][C:15]2[C:10](=[CH:11][CH:12]=[CH:13][CH:14]=2)[CH2:9][N:8]1[C:6]([O:5][C:1]([CH3:4])([CH3:3])[CH3:2])=[O:7], predict the reactants needed to synthesize it. The reactants are: [C:1]([O:5][C:6]([N:8]1[C@@H:17]([C:18](O)=[O:19])[CH2:16][C:15]2[C:10](=[CH:11][CH:12]=[CH:13][CH:14]=2)[CH2:9]1)=[O:7])([CH3:4])([CH3:3])[CH3:2].C(N(CC)CC)C.ClC(OCC)=O.[BH4-].[Na+]. (3) Given the product [Si:1]([O:8][C:9]1[CH:16]=[CH:15][C:12]([CH2:13][OH:14])=[CH:11][C:10]=1[O:17][CH2:18][CH3:19])([C:4]([CH3:7])([CH3:6])[CH3:5])([CH3:3])[CH3:2], predict the reactants needed to synthesize it. The reactants are: [Si:1]([O:8][C:9]1[CH:16]=[CH:15][C:12]([CH:13]=[O:14])=[CH:11][C:10]=1[O:17][CH2:18][CH3:19])([C:4]([CH3:7])([CH3:6])[CH3:5])([CH3:3])[CH3:2].[BH4-].[Na+].C([O-])(O)=O.[Na+]. (4) Given the product [Cl:1][C:2]1[CH:3]=[N:4][N:5]([CH2:7][C:8]([N:28]2[CH2:29][CH2:30][CH2:31][C:32]3[N:24]([C:21]4[CH:22]=[CH:23][C:18]([F:17])=[CH:19][CH:20]=4)[N:25]=[CH:26][C:27]2=3)=[O:10])[CH:6]=1, predict the reactants needed to synthesize it. The reactants are: [Cl:1][C:2]1[CH:3]=[N:4][N:5]([CH2:7][C:8]([OH:10])=O)[CH:6]=1.C(Cl)(C(Cl)=O)=O.[F:17][C:18]1[CH:23]=[CH:22][C:21]([N:24]2[C:32]3[CH2:31][CH2:30][CH2:29][NH:28][C:27]=3[CH:26]=[N:25]2)=[CH:20][CH:19]=1.CCN(CC)CC. (5) Given the product [F:1][C:2]([F:7])([F:6])[C:3]([OH:5])=[O:4].[CH2:96]([N:103]1[CH2:107][CH2:106][C@@H:105]([NH:108][C:58]2[N:66]=[C:65]3[C:61]([N:62]=[CH:63][N:64]3[C@@H:67]3[CH2:71][C@H:70]([NH:72][C:73]([CH:75]4[CH2:78][CH2:77][CH2:76]4)=[O:74])[C@@H:69]([OH:79])[C@H:68]3[OH:80])=[C:60]([NH:81][CH2:82][CH:83]([C:84]3[CH:85]=[CH:86][CH:87]=[CH:88][CH:89]=3)[C:90]3[CH:91]=[CH:92][CH:93]=[CH:94][CH:95]=3)[N:59]=2)[CH2:104]1)[C:97]1[CH:98]=[CH:99][CH:100]=[CH:101][CH:102]=1, predict the reactants needed to synthesize it. The reactants are: [F:1][C:2]([F:7])([F:6])[C:3]([OH:5])=[O:4].N[C@@H]1CCN(C2N=C3C(N=CN3[C@@H]3C[C@H](NC(=O)COCC4C=CC=CC=4)[C@@H](O)[C@H]3O)=C(NCC(C3C=CC=CC=3)C3C=CC=CC=3)N=2)C1.Cl[C:58]1[N:66]=[C:65]2[C:61]([N:62]=[CH:63][N:64]2[C@@H:67]2[CH2:71][C@H:70]([NH:72][C:73]([CH:75]3[CH2:78][CH2:77][CH2:76]3)=[O:74])[C@@H:69]([OH:79])[C@H:68]2[OH:80])=[C:60]([NH:81][CH2:82][CH:83]([C:90]2[CH:95]=[CH:94][CH:93]=[CH:92][CH:91]=2)[C:84]2[CH:89]=[CH:88][CH:87]=[CH:86][CH:85]=2)[N:59]=1.[CH2:96]([N:103]1[CH2:107][CH2:106][C@@H:105]([NH2:108])[CH2:104]1)[C:97]1[CH:102]=[CH:101][CH:100]=[CH:99][CH:98]=1.